This data is from Reaction yield outcomes from USPTO patents with 853,638 reactions. The task is: Predict the reaction yield, written as a fraction of the theoretical maximum amount of product (1.0 means a 100% yield; for example, 0.34 means a 34% yield). (1) The reactants are [CH2:1]([O:8][N:9]1[C:15](=[O:16])[N:14]2[CH2:17][C@H:10]1[CH2:11][CH2:12][C@H:13]2[C:18]([OH:20])=O)[C:2]1[CH:7]=[CH:6][CH:5]=[CH:4][CH:3]=1.[C:21]([O:25][C:26](=[O:39])[NH:27][C:28]1[CH:33]=[CH:32][C:31]([CH2:34][C:35]([NH:37][NH2:38])=[O:36])=[CH:30][CH:29]=1)([CH3:24])([CH3:23])[CH3:22]. No catalyst specified. The product is [C:21]([O:25][C:26](=[O:39])[NH:27][C:28]1[CH:33]=[CH:32][C:31]([CH2:34][C:35]([NH:37][NH:38][C:18]([C@@H:13]2[CH2:12][CH2:11][C@@H:10]3[CH2:17][N:14]2[C:15](=[O:16])[N:9]3[O:8][CH2:1][C:2]2[CH:3]=[CH:4][CH:5]=[CH:6][CH:7]=2)=[O:20])=[O:36])=[CH:30][CH:29]=1)([CH3:24])([CH3:22])[CH3:23]. The yield is 0.746. (2) The catalyst is CCO. The reactants are [Si:1]([O:8][CH2:9][C:10]1[CH:11]=[C:12]([CH:15]=[CH:16][N:17]=1)[C:13]#[N:14])([C:4]([CH3:7])([CH3:6])[CH3:5])([CH3:3])[CH3:2].Cl.[NH2:19][OH:20].C([O-])([O-])=O.[Na+].[Na+]. The product is [Si:1]([O:8][CH2:9][C:10]1[CH:11]=[C:12]([CH:15]=[CH:16][N:17]=1)[C:13](=[NH:14])[NH:19][OH:20])([C:4]([CH3:7])([CH3:6])[CH3:5])([CH3:3])[CH3:2]. The yield is 1.00. (3) The reactants are [I:1][C:2]1[CH:3]=[C:4]([CH:8]=[CH:9][CH:10]=1)[C:5]([OH:7])=[O:6].[CH3:11][C:12](OC(OC(O[C:12]([CH3:14])([CH3:13])[CH3:11])=O)=O)([CH3:14])[CH3:13]. The catalyst is C(Cl)Cl.CN(C1C=CN=CC=1)C. The product is [I:1][C:2]1[CH:3]=[C:4]([CH:8]=[CH:9][CH:10]=1)[C:5]([O:7][C:12]([CH3:14])([CH3:13])[CH3:11])=[O:6]. The yield is 0.650. (4) The reactants are [CH2:1]([O:3][C:4]1[CH:5]=[C:6]([CH:10]=[CH:11][C:12]=1[OH:13])[C:7]([OH:9])=[O:8])[CH3:2].Cl.[CH3:15]O. No catalyst specified. The product is [CH3:15][O:8][C:7](=[O:9])[C:6]1[CH:10]=[CH:11][C:12]([OH:13])=[C:4]([O:3][CH2:1][CH3:2])[CH:5]=1. The yield is 0.910. (5) The reactants are [CH3:1][C:2]1[C:6]([C:7]([OH:9])=O)=[CH:5][O:4][N:3]=1.C1C=CC2N(O)N=NC=2C=1.CCN=C=NCCCN(C)C.[NH2:31][C@H:32]1[C:41]2[C:36](=[CH:37][CH:38]=[CH:39][CH:40]=2)[CH2:35][CH2:34][CH2:33]1. The catalyst is C(Cl)Cl.CN(C=O)C. The product is [CH:32]1([NH:31][C:7]([C:6]2[C:2]([CH3:1])=[N:3][O:4][CH:5]=2)=[O:9])[C:41]2[C:36](=[CH:37][CH:38]=[CH:39][CH:40]=2)[CH2:35][CH2:34][CH2:33]1. The yield is 0.625. (6) The reactants are [NH2:1][C:2]1[CH:3]=[C:4]([C:8]2[N:13]3[N:14]=[CH:15][C:16]([C:17]([C:19]4[S:20][CH:21]=[CH:22][CH:23]=4)=[O:18])=[C:12]3[N:11]=[CH:10][CH:9]=2)[CH:5]=[CH:6][CH:7]=1.[C:24]1([S:30]N=C=O)C=CC=CC=1.[CH2:34]([OH:36])[CH3:35]. The catalyst is O1CCCC1.C(Cl)Cl. The product is [S:20]1[CH:21]=[CH:22][CH:23]=[C:19]1[C:17]([C:16]1[CH:15]=[N:14][N:13]2[C:8]([C:4]3[CH:3]=[C:2]([NH:1][C:24](=[S:30])[O:36][CH2:34][CH3:35])[CH:7]=[CH:6][CH:5]=3)=[CH:9][CH:10]=[N:11][C:12]=12)=[O:18]. The yield is 0.120. (7) The reactants are [CH3:1][O:2][C:3](=[O:33])[CH:4]([C:9]1[CH:10]=[C:11]([C:23]2[CH:28]=[CH:27][C:26]([C:29]([F:32])([F:31])[F:30])=[CH:25][CH:24]=2)[CH:12]=[C:13](OS(C(F)(F)F)(=O)=O)[CH:14]=1)[CH2:5][CH:6]([CH3:8])[CH3:7].[CH2:34]1[C:43]2[C:38](=[CH:39][CH:40]=[CH:41][CH:42]=2)[CH2:37][CH2:36][NH:35]1. No catalyst specified. The product is [CH3:1][O:2][C:3](=[O:33])[CH:4]([C:9]1[CH:10]=[C:11]([C:23]2[CH:28]=[CH:27][C:26]([C:29]([F:30])([F:32])[F:31])=[CH:25][CH:24]=2)[CH:12]=[C:13]([N:35]2[CH2:36][CH2:37][C:38]3[C:43](=[CH:42][CH:41]=[CH:40][CH:39]=3)[CH2:34]2)[CH:14]=1)[CH2:5][CH:6]([CH3:7])[CH3:8]. The yield is 0.850.